From a dataset of Forward reaction prediction with 1.9M reactions from USPTO patents (1976-2016). Predict the product of the given reaction. (1) Given the reactants [CH2:1]1[C:10]2[C:5](=[CH:6][CH:7]=[CH:8][CH:9]=2)[CH2:4][CH2:3][N:2]1[C:11]([NH:13][C:14]1[CH:23]=[CH:22][C:17]([C:18]([O:20]C)=[O:19])=[CH:16][CH:15]=1)=[O:12].[OH-].[Na+], predict the reaction product. The product is: [CH2:1]1[C:10]2[C:5](=[CH:6][CH:7]=[CH:8][CH:9]=2)[CH2:4][CH2:3][N:2]1[C:11]([NH:13][C:14]1[CH:15]=[CH:16][C:17]([C:18]([OH:20])=[O:19])=[CH:22][CH:23]=1)=[O:12]. (2) Given the reactants Cl[Si](Cl)(C)C.[Cl:6][C:7]1[CH:8]=[C:9]([C@H:13]2[O:17][C:16](=[O:18])[N:15]([CH2:19][CH2:20][C:21]3[CH:26]=[CH:25][C:24]([S:27](Cl)(=O)=O)=[CH:23][CH:22]=3)[CH2:14]2)[CH:10]=[CH:11][CH:12]=1.CC(N(C)C)=O, predict the reaction product. The product is: [Cl:6][C:7]1[CH:8]=[C:9]([C@H:13]2[O:17][C:16](=[O:18])[N:15]([CH2:19][CH2:20][C:21]3[CH:22]=[CH:23][C:24]([SH:27])=[CH:25][CH:26]=3)[CH2:14]2)[CH:10]=[CH:11][CH:12]=1.